From a dataset of Full USPTO retrosynthesis dataset with 1.9M reactions from patents (1976-2016). Predict the reactants needed to synthesize the given product. Given the product [C:1]([O:5][C:6](=[O:11])[C:7]([CH2:12][OH:13])([CH2:22][OH:21])[C:8](=[O:10])[CH3:9])([CH3:4])([CH3:2])[CH3:3], predict the reactants needed to synthesize it. The reactants are: [C:1]([O:5][C:6](=[O:11])[CH2:7][C:8](=[O:10])[CH3:9])([CH3:4])([CH3:3])[CH3:2].[CH2:12]=[O:13].C(N(CC)CC)C.[O:21]1CCOC[CH2:22]1.